Dataset: Reaction yield outcomes from USPTO patents with 853,638 reactions. Task: Predict the reaction yield, written as a fraction of the theoretical maximum amount of product (1.0 means a 100% yield; for example, 0.34 means a 34% yield). (1) The reactants are [CH3:1][CH:2]1[C:10]2[C:5](=[CH:6][CH:7]=[CH:8][CH:9]=2)[N:4]([CH:11]2[CH2:16][CH2:15][N:14]([C:17]([O:19][C:20]([CH3:23])([CH3:22])[CH3:21])=[O:18])[CH2:13][CH2:12]2)[C:3]1=[O:24].Br[CH2:26][C:27]([O:29][CH3:30])=[O:28].C(=O)([O-])[O-].[Cs+].[Cs+].O. The catalyst is CN(C)C=O. The product is [CH3:30][O:29][C:27](=[O:28])[CH2:26][C:2]1([CH3:1])[C:10]2[C:5](=[CH:6][CH:7]=[CH:8][CH:9]=2)[N:4]([CH:11]2[CH2:12][CH2:13][N:14]([C:17]([O:19][C:20]([CH3:22])([CH3:21])[CH3:23])=[O:18])[CH2:15][CH2:16]2)[C:3]1=[O:24]. The yield is 0.540. (2) The reactants are CC1(C)C(C)(C)OB([C:9]2[CH:10]=[C:11]3[CH:17]=[CH:16][NH:15][C:12]3=[N:13][CH:14]=2)O1.Br[C:20]1[CH:25]=[CH:24][C:23]([O:26][CH2:27][CH2:28][O:29][CH3:30])=[CH:22][CH:21]=1.C(=O)([O-])[O-].[K+].[K+]. The catalyst is C(OCC)(=O)C.C(=O)([O-])[O-].[Na+].[Na+].C1C=CC([P]([Pd]([P](C2C=CC=CC=2)(C2C=CC=CC=2)C2C=CC=CC=2)([P](C2C=CC=CC=2)(C2C=CC=CC=2)C2C=CC=CC=2)[P](C2C=CC=CC=2)(C2C=CC=CC=2)C2C=CC=CC=2)(C2C=CC=CC=2)C2C=CC=CC=2)=CC=1. The product is [CH3:30][O:29][CH2:28][CH2:27][O:26][C:23]1[CH:24]=[CH:25][C:20]([C:9]2[CH:10]=[C:11]3[CH:17]=[CH:16][NH:15][C:12]3=[N:13][CH:14]=2)=[CH:21][CH:22]=1. The yield is 0.670. (3) The reactants are [CH3:1][C:2]([CH3:14])=[CH:3][CH2:4][CH2:5][N:6]1[CH:10]=[CH:9][N:8]=[C:7]1[N+:11]([O-:13])=[O:12].[ClH:15].[N:16]([O:18]CCC(C)C)=O. No catalyst specified. The product is [Cl:15][C:2]([CH3:14])([CH3:1])[CH:3]([N:16]=[O:18])[CH2:4][CH2:5][N:6]1[CH:10]=[CH:9][N:8]=[C:7]1[N+:11]([O-:13])=[O:12]. The yield is 0.810. (4) The reactants are [CH3:1][N:2]1[CH2:6][CH2:5][CH2:4][C@H:3]1[C:7]1[C:8]([C:14]([C:22]2[CH:27]=[CH:26][CH:25]=[CH:24][CH:23]=2)([C:16]2[CH:21]=[CH:20][CH:19]=[CH:18][CH:17]=2)[OH:15])=[CH:9][C:10](Cl)=[N:11][CH:12]=1.[OH-].[Na+].[H][H]. The catalyst is [OH-].[OH-].[Pd+2].CO. The product is [CH3:1][N:2]1[CH2:6][CH2:5][CH2:4][C@H:3]1[C:7]1[CH:12]=[N:11][CH:10]=[CH:9][C:8]=1[C:14]([C:22]1[CH:27]=[CH:26][CH:25]=[CH:24][CH:23]=1)([C:16]1[CH:17]=[CH:18][CH:19]=[CH:20][CH:21]=1)[OH:15]. The yield is 0.990. (5) The reactants are C([NH:8][CH2:9][C:10](=[O:25])[CH2:11][CH2:12][C:13]([O:15][CH2:16][CH2:17][C:18]([O:20]C(C)(C)C)=[O:19])=[O:14])(OC(C)(C)C)=O.[BrH:26]. The catalyst is C(O)(=O)C. The product is [BrH:26].[NH2:8][CH2:9][C:10](=[O:25])[CH2:11][CH2:12][C:13]([O:15][CH2:16][CH2:17][C:18]([OH:20])=[O:19])=[O:14]. The yield is 0.790. (6) The reactants are [Cl:1][CH:2]([Cl:6])[C:3](Cl)=[O:4].Cl.[CH2:8]([O:15][NH2:16])[C:9]1[CH:14]=[CH:13][CH:12]=[CH:11][CH:10]=1. The catalyst is CCOC(C)=O. The product is [Cl:1][CH:2]([Cl:6])[C:3]([NH:16][O:15][CH2:8][C:9]1[CH:14]=[CH:13][CH:12]=[CH:11][CH:10]=1)=[O:4]. The yield is 0.820. (7) The reactants are [F:1][C:2]1[CH:7]=[CH:6][C:5]([C:8]2[N:12]([CH3:13])[N:11]=[CH:10][C:9]=2/[CH:14]=[CH:15]/[C:16]([NH:18][C:19]2[CH:29]=[CH:28][C:22]([C:23]([O:25]CC)=[O:24])=[CH:21][CH:20]=2)=[O:17])=[CH:4][CH:3]=1.[OH-].[Na+].Cl. The product is [F:1][C:2]1[CH:7]=[CH:6][C:5]([C:8]2[N:12]([CH3:13])[N:11]=[CH:10][C:9]=2/[CH:14]=[CH:15]/[C:16]([NH:18][C:19]2[CH:20]=[CH:21][C:22]([C:23]([OH:25])=[O:24])=[CH:28][CH:29]=2)=[O:17])=[CH:4][CH:3]=1. The catalyst is C(O)C. The yield is 0.820.